Dataset: Reaction yield outcomes from USPTO patents with 853,638 reactions. Task: Predict the reaction yield, written as a fraction of the theoretical maximum amount of product (1.0 means a 100% yield; for example, 0.34 means a 34% yield). (1) The reactants are [CH3:1]N(C=O)C.[CH:6]1([C:11]2([CH3:27])[NH:15][C:14](=[O:16])[N:13]([CH2:17][C:18]3[CH:23]=[CH:22][C:21]([O:24][CH3:25])=[CH:20][CH:19]=3)[C:12]2=[O:26])[CH2:10][CH2:9][CH2:8][CH2:7]1.[H-].[Na+].CI. The catalyst is O. The product is [CH:6]1([C:11]2([CH3:27])[N:15]([CH3:1])[C:14](=[O:16])[N:13]([CH2:17][C:18]3[CH:19]=[CH:20][C:21]([O:24][CH3:25])=[CH:22][CH:23]=3)[C:12]2=[O:26])[CH2:7][CH2:8][CH2:9][CH2:10]1. The yield is 0.840. (2) The reactants are N[C:2]1[CH:3]=[C:4]([NH:12][C:13]([C:15]2[C:24](=[O:25])[C:23]3[C:18](=[CH:19][CH:20]=[CH:21][CH:22]=3)[NH:17][CH:16]=2)=[O:14])[CH:5]=[CH:6][C:7]=1[C:8]([CH3:11])([CH3:10])[CH3:9].[C:26](O)(=O)C.C=O.[C:32]([BH3-])#[N:33].[Na+]. The catalyst is C(Cl)Cl.CO.CCOCC. The product is [CH3:26][N:33]([CH3:32])[C:2]1[CH:3]=[C:4]([NH:12][C:13]([C:15]2[C:24](=[O:25])[C:23]3[C:18](=[CH:19][CH:20]=[CH:21][CH:22]=3)[NH:17][CH:16]=2)=[O:14])[CH:5]=[CH:6][C:7]=1[C:8]([CH3:11])([CH3:10])[CH3:9]. The yield is 0.170. (3) The yield is 0.670. The reactants are [C:1]([Si:5]([CH3:13])([CH3:12])[O:6][CH2:7][C:8]([CH3:11])([OH:10])[CH3:9])([CH3:4])([CH3:3])[CH3:2].CC(C)([O-])C.[K+].F[C:21]1[CH:26]=[CH:25][C:24]([N+:27]([O-:29])=[O:28])=[CH:23][C:22]=1[N:30]1[C:34](=[O:35])[N:33]([CH3:36])[N:32]=[N:31]1. The product is [Si:5]([O:6][CH2:7][C:8]([CH3:11])([O:10][C:21]1[CH:26]=[CH:25][C:24]([N+:27]([O-:29])=[O:28])=[CH:23][C:22]=1[N:30]1[C:34](=[O:35])[N:33]([CH3:36])[N:32]=[N:31]1)[CH3:9])([C:1]([CH3:4])([CH3:3])[CH3:2])([CH3:13])[CH3:12]. The catalyst is C1COCC1.